From a dataset of Full USPTO retrosynthesis dataset with 1.9M reactions from patents (1976-2016). Predict the reactants needed to synthesize the given product. Given the product [C:1]1([CH2:7][CH2:8][CH2:9][N:10]2[C:15]([C:16]3[CH:21]=[CH:20][N:19]=[CH:18][CH:17]=3)=[C:14]([C:26]3[CH:31]=[CH:30][C:29]([F:32])=[CH:28][CH:27]=3)[NH:13][C:11]2=[O:12])[CH:6]=[CH:5][CH:4]=[CH:3][CH:2]=1, predict the reactants needed to synthesize it. The reactants are: [C:1]1([CH2:7][CH2:8][CH2:9][NH:10][C:11]([NH:13][CH:14]([C:26]2[CH:31]=[CH:30][C:29]([F:32])=[CH:28][CH:27]=2)[C:15](OC)(OC)[C:16]2[CH:21]=[CH:20][N:19]=[CH:18][CH:17]=2)=[O:12])[CH:6]=[CH:5][CH:4]=[CH:3][CH:2]=1.Cl.[OH-].[Na+].